From a dataset of Catalyst prediction with 721,799 reactions and 888 catalyst types from USPTO. Predict which catalyst facilitates the given reaction. Reactant: C(N(CC)C(C)C)(C)C.F[P-](F)(F)(F)(F)F.[N:17]1(OC(N(C)C)=[N+](C)C)[C:21]2N=CC=[CH:25][C:20]=2N=N1.[C:34]([C:37]1[CH:42]=[C:41]([CH2:43][S:44][C:45]2[C:50]([C:51]([NH:53][C:54]3[CH:59]=[C:58]([CH3:60])[CH:57]=[C:56]([CH3:61])[CH:55]=3)=[O:52])=[CH:49][CH:48]=[CH:47][N:46]=2)[CH:40]=[CH:39][N:38]=1)(O)=[O:35].C(N)CC. Product: [CH3:60][C:58]1[CH:59]=[C:54]([NH:53][C:51]([C:50]2[C:45]([S:44][CH2:43][C:41]3[CH:40]=[CH:39][N:38]=[C:37]([C:34]([NH:17][CH2:21][CH2:20][CH3:25])=[O:35])[CH:42]=3)=[N:46][CH:47]=[CH:48][CH:49]=2)=[O:52])[CH:55]=[C:56]([CH3:61])[CH:57]=1. The catalyst class is: 42.